Dataset: Full USPTO retrosynthesis dataset with 1.9M reactions from patents (1976-2016). Task: Predict the reactants needed to synthesize the given product. (1) Given the product [N:18]1[CH:19]=[CH:20][CH:21]=[C:16]([C:14]([NH:13][C:10]2[CH:11]=[CH:12][C:7]([C:6]([NH:5][C@H:4]([C:3]([OH:34])=[O:2])[CH2:30][CH2:31][S:32][CH3:33])=[O:29])=[C:8]([C:22]3[CH:27]=[CH:26][CH:25]=[CH:24][C:23]=3[CH3:28])[CH:9]=2)=[O:15])[CH:17]=1, predict the reactants needed to synthesize it. The reactants are: C[O:2][C:3](=[O:34])[C@H:4]([CH2:30][CH2:31][S:32][CH3:33])[NH:5][C:6](=[O:29])[C:7]1[CH:12]=[CH:11][C:10]([NH:13][C:14]([C:16]2[CH:17]=[N:18][CH:19]=[CH:20][CH:21]=2)=[O:15])=[CH:9][C:8]=1[C:22]1[CH:27]=[CH:26][CH:25]=[CH:24][C:23]=1[CH3:28].O[Li].O. (2) Given the product [F:1][C:2]1[CH:3]=[CH:4][C:5]([C:8]2[S:9][C:10]([C:26]3([OH:31])[CH2:27][CH2:28][CH2:29][C:30]4[CH:21]=[N:22][CH:23]=[CH:24][C:25]3=4)=[CH:11][N:12]=2)=[CH:6][CH:7]=1, predict the reactants needed to synthesize it. The reactants are: [F:1][C:2]1[CH:7]=[CH:6][C:5]([C:8]2[S:9][CH:10]=[CH:11][N:12]=2)=[CH:4][CH:3]=1.[Li+].CC([N-]C(C)C)C.[CH:21]1[C:30]2[CH2:29][CH2:28][CH2:27][C:26](=[O:31])[C:25]=2[CH:24]=[CH:23][N:22]=1. (3) Given the product [Br:8][C:6]1[CH:5]=[N:4][C:3]2[CH2:9][N:14]([C:11](=[O:13])[CH3:12])[C:21]3[CH:22]=[CH:23][CH:24]=[CH:25][C:20]=3[CH:19]=[CH:18][C:2]=2[CH:7]=1, predict the reactants needed to synthesize it. The reactants are: Br[C:2]1[C:3]([CH2:9]Br)=[N:4][CH:5]=[C:6]([Br:8])[CH:7]=1.[C:11]([N:14]1[C:21]2[CH:22]=[CH:23][CH:24]=[CH:25][C:20]=2[CH:19]=[CH:18]C2N=C(Cl)C(F)=CC=2C1)(=[O:13])[CH3:12]. (4) Given the product [F:60][C:35]([F:34])([CH2:56][CH2:57][CH2:58][CH3:59])[CH:36]([OH:55])[CH2:37][CH2:38][C@H:39]1[C@H:40]([O:48][CH:49]2[CH2:54][CH2:53][CH2:52][CH2:51][O:50]2)[CH2:41][C@H:42]([OH:43])[C@@H:46]1[CH2:45]/[CH:44]=[CH:8]\[CH2:7][CH2:6][CH2:5][C:2]([OH:4])=[O:3], predict the reactants needed to synthesize it. The reactants are: [Br-].[C:2]([CH2:5][CH2:6][CH2:7][CH2:8][P+](C1C=CC=CC=1)(C1C=CC=CC=1)C1C=CC=CC=1)([OH:4])=[O:3].CC(C)([O-])C.[K+].[F:34][C:35]([F:60])([CH2:56][CH2:57][CH2:58][CH3:59])[CH:36]([OH:55])[CH2:37][CH2:38][C@@H:39]1[C@@H:46]2[C@@H:42]([O:43][CH:44](O)[CH2:45]2)[CH2:41][C@H:40]1[O:48][CH:49]1[CH2:54][CH2:53][CH2:52][CH2:51][O:50]1. (5) Given the product [CH2:2]([O:3][C:4]([C:6]1[NH:7][C:8]2[C:13]([CH:14]=1)=[CH:12][C:11]([O:15][CH3:16])=[C:10]([CH3:17])[CH:9]=2)=[O:5])[CH3:1], predict the reactants needed to synthesize it. The reactants are: [CH3:1][CH2:2][O:3][C:4]([C:6]1[N:7](C(OC(C)(C)C)=O)[C:8]2[C:13]([CH:14]=1)=[CH:12][C:11]([O:15][CH3:16])=[C:10]([CH3:17])[CH:9]=2)=[O:5].FC(F)(F)C(O)=O.